From a dataset of Catalyst prediction with 721,799 reactions and 888 catalyst types from USPTO. Predict which catalyst facilitates the given reaction. (1) Reactant: Br[C:2]1[CH:3]=[C:4]([C@:10]2([CH3:21])[CH2:15][C@@H:14]([C:16]([F:19])([F:18])[F:17])[O:13][C:12]([NH2:20])=[N:11]2)[C:5]([O:8][CH3:9])=[N:6][CH:7]=1.[Cl:22][C:23]1[CH:24]=[CH:25][C:26]([C:29]([NH2:31])=[O:30])=[N:27][CH:28]=1.C(=O)([O-])[O-].[K+].[K+]. Product: [NH2:20][C:12]1[O:13][C@H:14]([C:16]([F:19])([F:18])[F:17])[CH2:15][C@:10]([C:4]2[CH:3]=[C:2]([NH:31][C:29](=[O:30])[C:26]3[CH:25]=[CH:24][C:23]([Cl:22])=[CH:28][N:27]=3)[CH:7]=[N:6][C:5]=2[O:8][CH3:9])([CH3:21])[N:11]=1. The catalyst class is: 321. (2) Reactant: [F:1][B-:2]([F:5])([F:4])[F:3].C(O[C+:9]([C:26]1[CH:31]=[CH:30][C:29]([CH3:32])=[CH:28][CH:27]=1)[CH:10]=[CH:11][CH:12]=[CH:13][CH:14]=[C:15](OCC)[C:16]1[CH:21]=[CH:20][C:19]([CH3:22])=[CH:18][CH:17]=1)C.[NH:33]1[CH2:38][CH2:37][O:36][CH2:35][CH2:34]1. Product: [F:1][B-:2]([F:5])([F:4])[F:3].[O:36]1[CH2:37][CH2:38][N:33]([C+:9]([C:26]2[CH:27]=[CH:28][C:29]([CH3:32])=[CH:30][CH:31]=2)[CH:10]=[CH:11][CH:12]=[CH:13][CH:14]=[C:15]([N:33]2[CH2:38][CH2:37][O:36][CH2:35][CH2:34]2)[C:16]2[CH:17]=[CH:18][C:19]([CH3:22])=[CH:20][CH:21]=2)[CH2:34][CH2:35]1. The catalyst class is: 10. (3) Reactant: Cl[C:2]1[N:7]=[N:6][C:5]([O:8][CH:9]2[CH2:14][CH2:13][O:12][CH2:11][CH2:10]2)=[C:4]([N:15]2[CH2:20][CH2:19][O:18][CH2:17][CH2:16]2)[CH:3]=1.[CH3:21][C:22]1[CH:28]=[CH:27][C:25]([NH2:26])=[CH:24][C:23]=1B1OC(C)(C)C(C)(C)O1.C([O-])([O-])=O.[Na+].[Na+].C(Cl)Cl. Product: [CH3:21][C:22]1[CH:28]=[CH:27][C:25]([NH2:26])=[CH:24][C:23]=1[C:2]1[N:7]=[N:6][C:5]([O:8][CH:9]2[CH2:14][CH2:13][O:12][CH2:11][CH2:10]2)=[C:4]([N:15]2[CH2:20][CH2:19][O:18][CH2:17][CH2:16]2)[CH:3]=1. The catalyst class is: 57. (4) Product: [CH2:12]([CH:11]1[C:10]2[CH:9]=[C:8]([O:19][CH2:20][CH2:21][NH:22][S:23]([CH2:26][CH:27]3[CH2:29][CH2:28]3)(=[O:25])=[O:24])[CH:7]=[CH:6][C:5]=2[CH2:4][CH2:3][CH:2]1[NH:1][CH:32]1[CH2:33][O:30][CH2:31]1)[C:13]1[CH:18]=[CH:17][CH:16]=[CH:15][CH:14]=1. Reactant: [NH2:1][CH:2]1[CH:11]([CH2:12][C:13]2[CH:18]=[CH:17][CH:16]=[CH:15][CH:14]=2)[C:10]2[CH:9]=[C:8]([O:19][CH2:20][CH2:21][NH:22][S:23]([CH2:26][CH:27]3[CH2:29][CH2:28]3)(=[O:25])=[O:24])[CH:7]=[CH:6][C:5]=2[CH2:4][CH2:3]1.[O:30]1[CH2:33][C:32](=O)[CH2:31]1.C([BH3-])#N.[Na+].[Cl-].[NH4+]. The catalyst class is: 466. (5) Reactant: F[C:2](F)(F)[C:3]([C:5]1[CH:10]=[CH:9][CH:8]=[CH:7][CH:6]=1)=[O:4].O.Cl.NO.[C:17]([O-:20])(O)=O.[Na+].[C:22]1(C)[CH:27]=CC=C[CH:23]=1. Product: [CH2:23]([C:2]1[C:17]([OH:20])=[C:9]([CH2:8][CH2:7][CH3:6])[CH:10]=[CH:5][C:3]=1[OH:4])[CH2:22][CH3:27]. The catalyst class is: 8. (6) Reactant: [CH3:1][O:2][C:3]1[CH:4]=[C:5]2[C:10](=[CH:11][C:12]=1[O:13][CH3:14])[N:9]=[CH:8][CH:7]=[C:6]2[O:15][C:16]1[CH:21]=[C:20]([O:22][CH3:23])[CH:19]=[CH:18][C:17]=1[CH:24]([OH:27])[CH2:25][CH3:26].O. Product: [CH3:1][O:2][C:3]1[CH:4]=[C:5]2[C:10](=[CH:11][C:12]=1[O:13][CH3:14])[N:9]=[CH:8][CH:7]=[C:6]2[O:15][C:16]1[CH:21]=[C:20]([O:22][CH3:23])[CH:19]=[CH:18][C:17]=1[C:24](=[O:27])[CH2:25][CH3:26]. The catalyst class is: 16. (7) Reactant: [CH:1]1[C:13]2[CH:12]([CH2:14][O:15][C:16]([NH:18][C@H:19]([C:23]([NH:25][C@H:26]([C:34]([NH:36][C:37]3[CH:42]=[CH:41][C:40]([CH2:43][OH:44])=[CH:39][CH:38]=3)=[O:35])[CH2:27][CH2:28][CH2:29][NH:30][C:31](=[O:33])[NH2:32])=[O:24])[CH:20]([CH3:22])[CH3:21])=[O:17])[C:11]3[C:6](=[CH:7][CH:8]=[CH:9][CH:10]=3)[C:5]=2[CH:4]=[CH:3][CH:2]=1.[N+](C1C=CC(O[C:55](=[O:66])[O:56][C:57]2[CH:62]=CC([N+]([O-])=O)=C[CH:58]=2)=CC=1)([O-])=O.C[CH2:68][N:69](C(C)C)[CH:70](C)C.[C:76](O)(C(F)(F)F)=O.[CH3:83][N:84]([CH:86]=[O:87])[CH3:85]. Product: [CH:10]1[C:11]2[CH:12]([CH2:14][O:15][C:16]([NH:18][C@H:19]([C:23]([NH:25][C@H:26]([C:34]([NH:36][C:37]3[CH:38]=[CH:39][C:40]([CH2:43][O:44][C:86](=[O:87])[N:84]([CH3:85])[CH2:83][CH2:68][N:69]([CH3:70])[C:55](=[O:66])[O:56][C:57]([CH3:58])([CH3:62])[CH3:76])=[CH:41][CH:42]=3)=[O:35])[CH2:27][CH2:28][CH2:29][NH:30][C:31](=[O:33])[NH2:32])=[O:24])[CH:20]([CH3:22])[CH3:21])=[O:17])[C:13]3[C:5](=[CH:4][CH:3]=[CH:2][CH:1]=3)[C:6]=2[CH:7]=[CH:8][CH:9]=1. The catalyst class is: 192.